From a dataset of Catalyst prediction with 721,799 reactions and 888 catalyst types from USPTO. Predict which catalyst facilitates the given reaction. (1) Reactant: O[CH2:2][CH:3]([C:11]1[C:16]([CH3:17])=[CH:15][C:14]([CH3:18])=[C:13]([CH3:19])[C:12]=1[OH:20])[C:4]1[CH:9]=[CH:8][C:7]([Br:10])=[CH:6][CH:5]=1. Product: [Br:10][C:7]1[CH:6]=[CH:5][C:4]([CH:3]2[C:11]3[C:16]([CH3:17])=[CH:15][C:14]([CH3:18])=[C:13]([CH3:19])[C:12]=3[O:20][CH2:2]2)=[CH:9][CH:8]=1. The catalyst class is: 5. (2) Reactant: [Cl:1][C:2]1[CH:11]=[C:10]2[C:5]([CH2:6][CH2:7][O:8][C@H:9]2[C:12]2[CH:13]=[C:14]([C:18]([C:20]3[C:21]([NH:26][C@@H:27]4[CH2:31][C@H:30]([CH2:32][O:33][S:34]([NH:37][C:38](=[O:44])[O:39][C:40]([CH3:43])([CH3:42])[CH3:41])(=[O:36])=[O:35])[C@@H:29]([O:45][Si](C(C)C)(C(C)C)C(C)C)[CH2:28]4)=[N:22][CH:23]=[N:24][CH:25]=3)=[O:19])[S:15][C:16]=2[CH3:17])=[CH:4][CH:3]=1.O.[F-].C([N+](CCCC)(CCCC)CCCC)CCC. Product: [Cl:1][C:2]1[CH:11]=[C:10]2[C:5]([CH2:6][CH2:7][O:8][C@H:9]2[C:12]2[CH:13]=[C:14]([C:18]([C:20]3[C:21]([NH:26][C@@H:27]4[CH2:31][C@H:30]([CH2:32][O:33][S:34]([NH:37][C:38](=[O:44])[O:39][C:40]([CH3:41])([CH3:42])[CH3:43])(=[O:35])=[O:36])[C@@H:29]([OH:45])[CH2:28]4)=[N:22][CH:23]=[N:24][CH:25]=3)=[O:19])[S:15][C:16]=2[CH3:17])=[CH:4][CH:3]=1. The catalyst class is: 7. (3) Reactant: [Cl:1][C:2]1[CH:33]=[CH:32][C:5]2[NH:6][C:7]([CH2:9][O:10][C:11]3[C:16]([O:17][CH3:18])=[CH:15][C:14]([CH:19]([C:21]4[C:29]5[C:24](=[N:25][CH:26]=[C:27]([CH3:30])[CH:28]=5)[NH:23][CH:22]=4)O)=[C:13]([F:31])[CH:12]=3)=[N:8][C:4]=2[CH:3]=1.ClC1C=CC2NC(COC3C=C(F)C(C(OC)C4C5C(=NC=C(C)C=5)NC=4)=CC=3OC)=NC=2C=1.C([SiH](CC)CC)C.FC(F)(F)C(O)=O. Product: [Cl:1][C:2]1[CH:33]=[CH:32][C:5]2[NH:6][C:7]([CH2:9][O:10][C:11]3[CH:12]=[C:13]([F:31])[C:14]([CH2:19][C:21]4[C:29]5[C:24](=[N:25][CH:26]=[C:27]([CH3:30])[CH:28]=5)[NH:23][CH:22]=4)=[CH:15][C:16]=3[O:17][CH3:18])=[N:8][C:4]=2[CH:3]=1. The catalyst class is: 10. (4) Reactant: C(OC([NH:8][C:9]1[CH:14]=[CH:13][C:12]([C:15]2([C:19]([O:21][CH2:22][CH3:23])=[O:20])[CH2:18][CH2:17][CH2:16]2)=[CH:11][C:10]=1[C:24](=O)[C:25]([N:27]1[CH2:35][C:34]2[C:29](=[CH:30][CH:31]=[CH:32][CH:33]=2)[CH2:28]1)=[O:26])=O)(C)(C)C.[F-].[Cs+].C[Si]([N:43]=[C:44]=[N:45][Si](C)(C)C)(C)C.Cl.C(=O)(O)[O-]. Product: [NH2:43][C:44]1[N:45]=[C:24]([C:25]([N:27]2[CH2:28][C:29]3[C:34](=[CH:33][CH:32]=[CH:31][CH:30]=3)[CH2:35]2)=[O:26])[C:10]2[C:9](=[CH:14][CH:13]=[C:12]([C:15]3([C:19]([O:21][CH2:22][CH3:23])=[O:20])[CH2:18][CH2:17][CH2:16]3)[CH:11]=2)[N:8]=1. The catalyst class is: 10. (5) Reactant: [NH:1]1[CH2:6][CH2:5][NH:4][CH2:3][C:2]1=[O:7].CCN(CC)CC.[CH3:15][C:16]([O:19][C:20](O[C:20]([O:19][C:16]([CH3:18])([CH3:17])[CH3:15])=[O:21])=[O:21])([CH3:18])[CH3:17]. Product: [O:7]=[C:2]1[NH:1][CH2:6][CH2:5][N:4]([C:20]([O:19][C:16]([CH3:18])([CH3:17])[CH3:15])=[O:21])[CH2:3]1. The catalyst class is: 2. (6) Reactant: [O:1]=[C:2]1[C:10]2[C:5](=[N:6][CH:7]=[CH:8][CH:9]=2)[S:4][N:3]1[CH2:11][C:12]([N:14]1[CH2:19][CH2:18][N:17](C(OC(C)(C)C)=O)[CH2:16][CH2:15]1)=[O:13].C(O)(C(F)(F)F)=O. Product: [O:13]=[C:12]([N:14]1[CH2:19][CH2:18][NH:17][CH2:16][CH2:15]1)[CH2:11][N:3]1[C:2](=[O:1])[C:10]2[C:5](=[N:6][CH:7]=[CH:8][CH:9]=2)[S:4]1. The catalyst class is: 2. (7) Reactant: [CH2:1]([OH:13])[CH2:2][O:3][CH2:4][CH2:5][O:6][CH2:7][CH2:8][O:9][CH2:10][CH2:11][OH:12].C(N(CC)CC)C.[C:21]1([CH3:31])[CH:26]=[CH:25][C:24]([S:27](Cl)(=[O:29])=[O:28])=[CH:23][CH:22]=1. Product: [CH3:31][C:21]1[CH:26]=[CH:25][C:24]([S:27]([O:12][CH2:11][CH2:10][O:9][CH2:8][CH2:7][O:6][CH2:5][CH2:4][O:3][CH2:2][CH2:1][OH:13])(=[O:29])=[O:28])=[CH:23][CH:22]=1. The catalyst class is: 1.